Dataset: Reaction yield outcomes from USPTO patents with 853,638 reactions. Task: Predict the reaction yield, written as a fraction of the theoretical maximum amount of product (1.0 means a 100% yield; for example, 0.34 means a 34% yield). (1) The reactants are NC1C=CC(OC)=[C:6]([OH:8])C=1.C[C:12]1[CH:17]=[CH:16][C:15]([NH:18][C:19](=[O:21])[CH3:20])=[CH:14][C:13]=1[O:22][CH2:23][CH2:24][O:25][C:26]1[CH:31]=[CH:30][CH:29]=[CH:28][CH:27]=1. No catalyst specified. The product is [CH3:6][O:8][C:12]1[CH:17]=[CH:16][C:15]([NH:18][C:19](=[O:21])[CH3:20])=[CH:14][C:13]=1[O:22][CH2:23][CH2:24][O:25][C:26]1[CH:27]=[CH:28][CH:29]=[CH:30][CH:31]=1. The yield is 0.620. (2) The reactants are O[CH2:2][CH2:3][C@@H:4]1[NH:18][C:17](=[O:19])[N:16]([CH3:20])[CH2:15][CH2:14][CH2:13][CH2:12][CH:11]=[CH:10][C@H:9]2[C@@:7]([C:21]([OH:23])=[O:22])([CH2:8]2)[NH:6][C:5]1=[O:24].[C:25](Cl)(=[O:27])[CH3:26].CC(O)=O. The catalyst is C(Cl)Cl. The product is [C:25]([CH2:2][CH2:3][CH:4]1[NH:18][C:17](=[O:19])[N:16]([CH3:20])[CH2:15][CH2:14][CH2:13][CH2:12][CH:11]=[CH:10][CH:9]2[C:7]([C:21]([OH:23])=[O:22])([CH2:8]2)[NH:6][C:5]1=[O:24])(=[O:27])[CH3:26]. The yield is 0.570.